This data is from Peptide-MHC class II binding affinity with 134,281 pairs from IEDB. The task is: Regression. Given a peptide amino acid sequence and an MHC pseudo amino acid sequence, predict their binding affinity value. This is MHC class II binding data. (1) The peptide sequence is KFTVFEAAFNDAIKA. The MHC is DRB1_0401 with pseudo-sequence DRB1_0401. The binding affinity (normalized) is 0.655. (2) The peptide sequence is SQIGLIEVLGKMPEHFM. The MHC is DRB5_0101 with pseudo-sequence DRB5_0101. The binding affinity (normalized) is 0.568.